Dataset: Full USPTO retrosynthesis dataset with 1.9M reactions from patents (1976-2016). Task: Predict the reactants needed to synthesize the given product. Given the product [Cl:48][CH:31]([C:18]1[CH:17]=[C:16]([C:11]2[N:12]=[C:13]([CH3:15])[N:14]=[C:9]([N:8]([CH2:37][C:38]3[CH:43]=[CH:42][C:41]([O:44][CH3:45])=[CH:40][CH:39]=3)[CH2:7][C:6]3[CH:5]=[CH:4][C:3]([O:2][CH3:1])=[CH:47][CH:46]=3)[N:10]=2)[C:21]([NH:22][C:23]2[CH:24]=[N:25][C:26]([O:29][CH3:30])=[CH:27][CH:28]=2)=[N:20][CH:19]=1)[C:32]([F:35])([F:34])[F:33], predict the reactants needed to synthesize it. The reactants are: [CH3:1][O:2][C:3]1[CH:47]=[CH:46][C:6]([CH2:7][N:8]([CH2:37][C:38]2[CH:43]=[CH:42][C:41]([O:44][CH3:45])=[CH:40][CH:39]=2)[C:9]2[N:14]=[C:13]([CH3:15])[N:12]=[C:11]([C:16]3[CH:17]=[C:18]([CH:31](O)[C:32]([F:35])([F:34])[F:33])[CH:19]=[N:20][C:21]=3[NH:22][C:23]3[CH:24]=[N:25][C:26]([O:29][CH3:30])=[CH:27][CH:28]=3)[N:10]=2)=[CH:5][CH:4]=1.[Cl:48]CCl.C(N(CC)CC)C.CS(Cl)(=O)=O.